Dataset: Full USPTO retrosynthesis dataset with 1.9M reactions from patents (1976-2016). Task: Predict the reactants needed to synthesize the given product. (1) Given the product [CH:33]1([C:8]2[CH:7]=[C:6]([C:4]([OH:5])=[O:3])[C:15](=[O:16])[N:14]3[C:9]=2[C:10]([CH3:32])=[C:11]([N:18]2[CH2:22][CH2:21][CH:20]([O:23][C:24]([N:26]4[CH2:31][CH2:30][NH:29][CH2:28][CH2:27]4)=[O:25])[CH2:19]2)[C:12]([F:17])=[CH:13]3)[CH2:35][CH2:34]1, predict the reactants needed to synthesize it. The reactants are: C([O:3][C:4]([C:6]1[C:15](=[O:16])[N:14]2[C:9]([C:10]([CH3:32])=[C:11]([N:18]3[CH2:22][CH2:21][CH:20]([O:23][C:24]([N:26]4[CH2:31][CH2:30][NH:29][CH2:28][CH2:27]4)=[O:25])[CH2:19]3)[C:12]([F:17])=[CH:13]2)=[C:8]([CH:33]2[CH2:35][CH2:34]2)[CH:7]=1)=[O:5])C.O[Li].O.FC(F)(F)C(O)=O. (2) Given the product [Br:16][C:9]1[CH:8]=[CH:7][C:6]([F:5])=[C:14]2[C:10]=1[CH2:11][CH2:12][C:13]2=[O:15], predict the reactants needed to synthesize it. The reactants are: [Cl-].[Al+3].[Cl-].[Cl-].[F:5][C:6]1[CH:7]=[CH:8][CH:9]=[C:10]2[C:14]=1[C:13](=[O:15])[CH2:12][CH2:11]2.[Br:16]Br.Cl. (3) The reactants are: [CH3:1][O:2][C:3]1[CH:8]=[CH:7][CH:6]=[CH:5][C:4]=1[C:9]1[N:17]2[C:12]([CH:13]=[N:14][C:15]([NH:18][C:19]3[CH:24]=[CH:23][C:22]([CH:25]4[CH2:30][CH2:29][NH:28][CH2:27][CH2:26]4)=[CH:21][C:20]=3[O:31][CH3:32])=[N:16]2)=[CH:11][CH:10]=1.C(OC([NH:40][C:41]([CH3:46])([CH3:45])[C:42](O)=[O:43])=O)(C)(C)C.Cl.CN(C)CCCN=C=NCC.CN(C)C=O. Given the product [NH2:40][C:41]([CH3:46])([CH3:45])[C:42]([N:28]1[CH2:29][CH2:30][CH:25]([C:22]2[CH:23]=[CH:24][C:19]([NH:18][C:15]3[N:14]=[CH:13][C:12]4=[CH:11][CH:10]=[C:9]([C:4]5[CH:5]=[CH:6][CH:7]=[CH:8][C:3]=5[O:2][CH3:1])[N:17]4[N:16]=3)=[C:20]([O:31][CH3:32])[CH:21]=2)[CH2:26][CH2:27]1)=[O:43], predict the reactants needed to synthesize it.